Dataset: Reaction yield outcomes from USPTO patents with 853,638 reactions. Task: Predict the reaction yield, written as a fraction of the theoretical maximum amount of product (1.0 means a 100% yield; for example, 0.34 means a 34% yield). (1) The reactants are [CH2:1]([O:3][C:4]([C:6]1[C:7]2[C:22](=[O:23])[CH2:21][CH2:20][CH2:19][CH2:18][C:8]=2[N:9]([C:11]([O:13][C:14]([CH3:17])([CH3:16])[CH3:15])=[O:12])[CH:10]=1)=[O:5])[CH3:2].[Na+].[I-].C(N(CC)CC)C.[CH3:33][Si:34](Cl)([CH3:36])[CH3:35]. The catalyst is CC#N. The product is [CH2:1]([O:3][C:4]([C:6]1[C:7]2[C:22]([O:23][Si:34]([CH3:36])([CH3:35])[CH3:33])=[CH:21][CH2:20][CH2:19][CH2:18][C:8]=2[N:9]([C:11]([O:13][C:14]([CH3:17])([CH3:15])[CH3:16])=[O:12])[CH:10]=1)=[O:5])[CH3:2]. The yield is 1.00. (2) The reactants are [OH-].[Na+].[CH3:3][O:4][C:5]1[CH:10]=[CH:9][C:8]([C:11]2[C:16]([C:17]3[CH:22]=[CH:21][C:20]([O:23][CH3:24])=[CH:19][CH:18]=3)=[N:15][N:14]([CH2:25][CH2:26][C:27]([O:29]CC)=[O:28])[C:13](=[O:32])[CH:12]=2)=[CH:7][CH:6]=1. The catalyst is CO. The product is [CH3:3][O:4][C:5]1[CH:10]=[CH:9][C:8]([C:11]2[C:16]([C:17]3[CH:22]=[CH:21][C:20]([O:23][CH3:24])=[CH:19][CH:18]=3)=[N:15][N:14]([CH2:25][CH2:26][C:27]([OH:29])=[O:28])[C:13](=[O:32])[CH:12]=2)=[CH:7][CH:6]=1. The yield is 0.965. (3) The product is [CH3:29][O:31][C:32]1([C:20]2[CH:15]=[CH:14][C:13]([C:12]#[C:11][C:8]3[CH:9]=[CH:10][C:5]([C:4]([O:3][CH2:1][CH3:2])=[O:28])=[CH:6][CH:7]=3)=[CH:22][CH:21]=2)[CH2:33][CH2:38]1. The catalyst is C(N(CC)CC)C.[Cu]I.Cl[Pd](Cl)([P](C1C=CC=CC=1)(C1C=CC=CC=1)C1C=CC=CC=1)[P](C1C=CC=CC=1)(C1C=CC=CC=1)C1C=CC=CC=1. The reactants are [CH2:1]([O:3][C:4](=[O:28])[C:5]1[CH:10]=[CH:9][C:8]([C:11]#[C:12][C:13]2[CH:14]=[C:15]3[C:20](=[CH:21][CH:22]=2)N(C2CC2)CCC3(C)C)=[CH:7][CH:6]=1)[CH3:2].[CH2:29]([O:31][C:32](=O)[C:33]1[CH:38]=CC(I)=CC=1)C. The yield is 0.900. (4) The reactants are [CH3:1][N:2]([S:20]([C:23]1[S:24][CH:25]=[CH:26][CH:27]=1)(=[O:22])=[O:21])[C:3]1[CH:4]=[C:5]([O:15][C:16]([F:19])([F:18])[F:17])[CH:6]=[C:7]2[C:11]=1[NH:10][C:9]([C:12]([NH2:14])=O)=[CH:8]2.COC1C=CC(P2(SP(C3C=CC(OC)=CC=3)(=S)S2)=[S:37])=CC=1.[C:50]([O:55][CH2:56][CH3:57])(=[O:54])[C:51]#[C:52][CH3:53].C(P(CCCC)CCCC)CCC. The catalyst is O1CCCC1.C1(C)C=CC=CC=1. The product is [CH3:1][N:2]([S:20]([C:23]1[S:24][CH:25]=[CH:26][CH:27]=1)(=[O:22])=[O:21])[C:3]1[CH:4]=[C:5]([O:15][C:16]([F:17])([F:19])[F:18])[CH:6]=[C:7]2[C:11]=1[NH:10][C:9]([C:12]1[S:37][CH:52]([CH2:51][C:50]([O:55][CH2:56][CH3:57])=[O:54])[CH2:53][N:14]=1)=[CH:8]2. The yield is 0.410. (5) The reactants are O[C:2]1[C:7]([C:8]([O:10][CH2:11][CH3:12])=[O:9])=[C:6]([CH3:13])[N:5]=[C:4]([S:14][CH3:15])[N:3]=1.CN(C)C1C=CC=CC=1.P(Cl)(Cl)([Cl:27])=O. The catalyst is [Cl-].C([N+](CC)(CC)CC)C.C(#N)C. The product is [Cl:27][C:2]1[C:7]([C:8]([O:10][CH2:11][CH3:12])=[O:9])=[C:6]([CH3:13])[N:5]=[C:4]([S:14][CH3:15])[N:3]=1. The yield is 0.830. (6) The reactants are [Br:1][C:2]1[C:3]([NH2:9])=[N:4][C:5](Cl)=[N:6][CH:7]=1.[Cl:10][C:11]1[CH:16]=[C:15]([Cl:17])[CH:14]=[CH:13][C:12]=1[CH2:18][NH:19][C:20]([CH:22]1[CH2:27][CH2:26][NH:25][CH2:24][CH2:23]1)=[O:21].[OH-].[Na+]. The catalyst is O1CCOCC1. The product is [NH2:9][C:3]1[C:2]([Br:1])=[CH:7][N:6]=[C:5]([N:25]2[CH2:26][CH2:27][CH:22]([C:20]([NH:19][CH2:18][C:12]3[CH:13]=[CH:14][C:15]([Cl:17])=[CH:16][C:11]=3[Cl:10])=[O:21])[CH2:23][CH2:24]2)[N:4]=1. The yield is 0.580. (7) The yield is 0.440. The catalyst is ClCCl.CC(N(C)C)=O. The reactants are [NH2:1][C@H:2]1[CH2:7][CH2:6][N:5]([C:8]2[O:9][C:10]([CH2:20][CH2:21][CH3:22])=[C:11]([C:13]([O:15][CH2:16][CH2:17][CH2:18][CH3:19])=[O:14])[N:12]=2)[CH2:4][C@H:3]1[O:23][CH3:24].[Cl:25][C:26]1[N:27]=[C:28]([C:33](O)=[O:34])[NH:29][C:30]=1[CH2:31][CH3:32].CCN=C=NCCCN(C)C.Cl.C1C=CC2N(O)N=NC=2C=1. The product is [Cl:25][C:26]1[N:27]=[C:28]([C:33]([NH:1][C@H:2]2[CH2:7][CH2:6][N:5]([C:8]3[O:9][C:10]([CH2:20][CH2:21][CH3:22])=[C:11]([C:13]([O:15][CH2:16][CH2:17][CH2:18][CH3:19])=[O:14])[N:12]=3)[CH2:4][C@H:3]2[O:23][CH3:24])=[O:34])[NH:29][C:30]=1[CH2:31][CH3:32]. (8) The reactants are [CH2:1]([C@@H:8]1[NH:13][CH2:12][CH2:11][N:10]([C:14]2[CH:19]=[CH:18][C:17]([O:20][CH3:21])=[C:16]([O:22][CH:23]3[CH2:27][CH2:26][CH2:25][CH2:24]3)[CH:15]=2)[CH2:9]1)[C:2]1[CH:7]=[CH:6][CH:5]=[CH:4][CH:3]=1.C(N(CC)CC)C.[CH2:35]([O:42][CH2:43][C:44](Cl)=[O:45])[C:36]1[CH:41]=[CH:40][CH:39]=[CH:38][CH:37]=1. The catalyst is C1COCC1.CCOC(C)=O.O. The product is [CH2:1]([CH:8]1[CH2:9][N:10]([C:14]2[CH:19]=[CH:18][C:17]([O:20][CH3:21])=[C:16]([O:22][CH:23]3[CH2:27][CH2:26][CH2:25][CH2:24]3)[CH:15]=2)[CH2:11][CH2:12][N:13]1[C:44](=[O:45])[CH2:43][O:42][CH2:35][C:36]1[CH:41]=[CH:40][CH:39]=[CH:38][CH:37]=1)[C:2]1[CH:3]=[CH:4][CH:5]=[CH:6][CH:7]=1. The yield is 0.670. (9) The reactants are C(O[C@@H](C1C(C)=CC2=NC3=CN2C=1N1CCC(C)(OCCCC[C@H](C)OC2C=CC(F)=CC=2C2C=C3C=CC=2)CC1)C(OC)=O)(C)(C)C.[C:49]([O:53][C@@H:54]([C:59]1[C:88]([CH3:89])=[C:87]([Br:90])[C:86]2=[N:91][C:83]3=[C:84]([Br:92])[N:85]2[C:60]=1[N:61]1[CH2:98][CH2:97][C:64]([CH3:99])([O:65][CH2:66][CH2:67][CH2:68][CH2:69][C@H:70]([CH3:96])[O:71][C:72]2[CH:73]=[C:74](C)[C:75]([F:94])=[CH:76][C:77]=2[C:78]2[CH:93]=[C:82]3[CH:81]=[CH:80][CH:79]=2)[CH2:63][CH2:62]1)[C:55]([O:57][CH3:58])=[O:56])([CH3:52])([CH3:51])[CH3:50]. No catalyst specified. The product is [C:49]([O:53][C@@H:54]([C:59]1[C:88]([CH3:89])=[C:87]([Br:90])[C:86]2=[N:91][C:83]3=[C:84]([Br:92])[N:85]2[C:60]=1[N:61]1[CH2:62][CH2:63][C:64]([CH3:99])([O:65][CH2:66][CH2:67][CH2:68][CH2:69][C@H:70]([CH3:96])[O:71][C:72]2[CH:73]=[CH:74][C:75]([F:94])=[CH:76][C:77]=2[C:78]2[CH:93]=[C:82]3[CH:81]=[CH:80][CH:79]=2)[CH2:97][CH2:98]1)[C:55]([O:57][CH3:58])=[O:56])([CH3:52])([CH3:50])[CH3:51]. The yield is 0.730. (10) The reactants are [CH3:1][C:2]1[C:6]([C:7]([O:9][CH3:10])=[O:8])=[CH:5][NH:4][N:3]=1.C(=O)([O-])[O-].[K+].[K+].[CH2:17](Br)[C:18]1[CH:23]=[CH:22][CH:21]=[CH:20][CH:19]=1.O. The catalyst is CN(C)C=O. The product is [CH2:17]([N:4]1[CH:5]=[C:6]([C:7]([O:9][CH3:10])=[O:8])[C:2]([CH3:1])=[N:3]1)[C:18]1[CH:23]=[CH:22][CH:21]=[CH:20][CH:19]=1. The yield is 0.710.